From a dataset of Full USPTO retrosynthesis dataset with 1.9M reactions from patents (1976-2016). Predict the reactants needed to synthesize the given product. (1) Given the product [CH3:30][O:31][C:32]1[CH:37]=[C:36]([C:38]([F:39])([F:40])[F:41])[CH:35]=[CH:34][C:33]=1[C:2]1[C:11]2[C:6](=[CH:7][C:8]([S:12]([NH:15][C:16]3[S:17][CH:18]=[CH:19][N:20]=3)(=[O:14])=[O:13])=[CH:9][CH:10]=2)[CH:5]=[N:4][CH:3]=1, predict the reactants needed to synthesize it. The reactants are: Br[C:2]1[C:11]2[C:6](=[CH:7][C:8]([S:12]([N:15](CC3C=CC(OC)=CC=3)[C:16]3[S:17][CH:18]=[CH:19][N:20]=3)(=[O:14])=[O:13])=[CH:9][CH:10]=2)[CH:5]=[N:4][CH:3]=1.[CH3:30][O:31][C:32]1[CH:37]=[C:36]([C:38]([F:41])([F:40])[F:39])[CH:35]=[CH:34][C:33]=1B(O)O.C(=O)([O-])[O-].[K+].[K+].O1CCOCC1. (2) Given the product [ClH:30].[NH2:14][C:13]1[C:12]([OH:15])=[N:11][C:10]([SH:16])=[N:9][C:8]=1[NH2:7], predict the reactants needed to synthesize it. The reactants are: O.S(O)(O)(=O)=O.[NH2:7][C:8]1[C:13]([NH2:14])=[C:12]([OH:15])[N:11]=[C:10]([SH:16])[N:9]=1.[NH2:7][C:8]1[C:13]([NH2:14])=[C:12]([OH:15])[N:11]=[C:10]([SH:16])[N:9]=1.O.O.O.[Cl-:30].[Ba+2].[Cl-]. (3) Given the product [CH2:1]([O:8][C:9]([N:11]1[CH2:15][C@H:14]([F:16])[C@H:13]2[O:17][CH2:18][C:21]([O:24][CH3:25])([O:26][CH3:27])[C@@H:12]12)=[O:10])[C:2]1[CH:3]=[CH:4][CH:5]=[CH:6][CH:7]=1, predict the reactants needed to synthesize it. The reactants are: [CH2:1]([O:8][C:9]([N:11]1[CH2:15][C@H:14]([F:16])[C@H:13]2[O:17][CH2:18]C(=O)[C@@H:12]12)=[O:10])[C:2]1[CH:7]=[CH:6][CH:5]=[CH:4][CH:3]=1.[CH:21]([O:26][CH3:27])([O:24][CH3:25])OC.C1(C)C=CC(S(O)(=O)=O)=CC=1. (4) Given the product [Cl:1][C:2]1[CH:3]=[C:4]([S:9](=[O:11])(=[O:10])[NH2:12])[CH:5]=[CH:6][C:7]=1[NH:13][CH2:14][CH:15]1[O:20][CH2:19][CH2:18][N:17]([C:21]([O:23][C:24]([CH3:27])([CH3:26])[CH3:25])=[O:22])[CH2:16]1, predict the reactants needed to synthesize it. The reactants are: [Cl:1][C:2]1[CH:3]=[C:4]([S:9]([NH2:12])(=[O:11])=[O:10])[CH:5]=[CH:6][C:7]=1F.[NH2:13][CH2:14][CH:15]1[O:20][CH2:19][CH2:18][N:17]([C:21]([O:23][C:24]([CH3:27])([CH3:26])[CH3:25])=[O:22])[CH2:16]1.C(N(C(C)C)C(C)C)C. (5) The reactants are: [CH2:1]([CH:3]([C:5]1[CH:10]=[CH:9][CH:8]=[C:7]([N+:11]([O-:13])=[O:12])[CH:6]=1)O)[CH3:2].C1C=CC(P(C2C=CC=CC=2)C2C=CC=CC=2)=CC=1.C(Br)(Br)(Br)Br.Cl.[CH:39]1([NH:45][C:46]([CH:48]2[CH2:53][CH2:52][NH:51][CH2:50][CH2:49]2)=[O:47])[CH2:44][CH2:43][CH2:42][CH2:41][CH2:40]1.CCN(C(C)C)C(C)C. Given the product [CH:39]1([NH:45][C:46]([CH:48]2[CH2:49][CH2:50][N:51]([CH:3]([C:5]3[CH:10]=[CH:9][CH:8]=[C:7]([N+:11]([O-:13])=[O:12])[CH:6]=3)[CH2:1][CH3:2])[CH2:52][CH2:53]2)=[O:47])[CH2:40][CH2:41][CH2:42][CH2:43][CH2:44]1, predict the reactants needed to synthesize it. (6) Given the product [F:16][C:9]1[CH:10]=[C:11]([O:27][CH3:26])[CH:12]=[C:13]([F:14])[C:8]=1[C:7]1[C:6]([C:17]2[CH:22]=[CH:21][C:20]([C:23]#[CH:24])=[CH:19][CH:18]=2)=[C:5]([CH3:25])[N:4]=[N:3][C:2]=1[O:29][CH3:33], predict the reactants needed to synthesize it. The reactants are: Cl[C:2]1[N:3]=[N:4][C:5]([CH3:25])=[C:6]([C:17]2[CH:22]=[CH:21][C:20]([C:23]#[CH:24])=[CH:19][CH:18]=2)[C:7]=1[C:8]1[C:13]([F:14])=[CH:12][C:11](F)=[CH:10][C:9]=1[F:16].[CH3:26][O-:27].[Na+].[O:29]1[CH2:33]CCC1. (7) Given the product [Cl:3][C:11]1[N:6]=[C:7]2[CH:14]([C:15]([O:17][CH3:18])=[O:16])[CH2:13][CH2:12][C:8]2=[CH:9][CH:10]=1, predict the reactants needed to synthesize it. The reactants are: P(Cl)(Cl)([Cl:3])=O.[N+:6]1([O-])[CH:11]=[CH:10][CH:9]=[C:8]2[CH2:12][CH2:13][CH:14]([C:15]([O:17][CH3:18])=[O:16])[C:7]=12.O. (8) Given the product [Cl:34][C:22]1[C:23]([CH2:25][C:26]2[CH:31]=[CH:30][C:29]([CH2:32][CH3:33])=[CH:28][CH:27]=2)=[CH:24][C:19]([C@H:8]2[C@H:9]([OH:15])[C@@H:10]([OH:11])[C@H:5]([OH:4])[C@@H:6]([CH2:41][OH:42])[O:7]2)=[C:20]([CH2:35][CH2:36][O:37][CH2:38][CH2:39][F:52])[CH:21]=1, predict the reactants needed to synthesize it. The reactants are: C([O:4][C@H:5]1[C@H:10]([O:11]C(=O)C)[C@@H:9]([O:15]C(=O)C)[C@H:8]([C:19]2[CH:24]=[C:23]([CH2:25][C:26]3[CH:31]=[CH:30][C:29]([CH2:32][CH3:33])=[CH:28][CH:27]=3)[C:22]([Cl:34])=[CH:21][C:20]=2[CH2:35][CH2:36][O:37][CH2:38][CH2:39]O)[O:7][C@@H:6]1[CH2:41][O:42]C(=O)C)(=O)C.CCN(S(F)(F)[F:52])CC.O[Li].O. (9) Given the product [CH2:1]([O:3][P:4]([CH2:9][CH2:10][N:11]([CH2:37][C:38]1[CH:43]=[CH:42][CH:41]=[CH:40][CH:39]=1)[CH2:12][C:13]([CH3:36])=[CH:14][CH2:15][C:16]1[C:17]([O:29][CH2:30][CH2:31][Si:32]([CH3:33])([CH3:34])[CH3:35])=[C:18]2[C:22](=[C:23]([CH3:27])[C:24]=1[O:25][CH3:26])[CH2:21][O:20][C:19]2=[O:28])(=[O:8])[O:5][CH2:6][CH3:7])[CH3:2], predict the reactants needed to synthesize it. The reactants are: [CH2:1]([O:3][P:4]([CH2:9][CH2:10][NH:11][CH2:12][C:13]([CH3:36])=[CH:14][CH2:15][C:16]1[C:17]([O:29][CH2:30][CH2:31][Si:32]([CH3:35])([CH3:34])[CH3:33])=[C:18]2[C:22](=[C:23]([CH3:27])[C:24]=1[O:25][CH3:26])[CH2:21][O:20][C:19]2=[O:28])(=[O:8])[O:5][CH2:6][CH3:7])[CH3:2].[CH:37](=O)[C:38]1[CH:43]=[CH:42][CH:41]=[CH:40][CH:39]=1.C(O[BH-](OC(=O)C)OC(=O)C)(=O)C.[Na+].C(O)(=O)C. (10) Given the product [N:18]([CH:13]([C:6]1[CH:7]=[CH:8][CH:9]=[C:10]2[C:5]=1[N:4]=[C:3]([O:2][CH3:1])[CH:12]=[N:11]2)[CH2:15][OH:14])=[N+:19]=[N-:20], predict the reactants needed to synthesize it. The reactants are: [CH3:1][O:2][C:3]1[CH:12]=[N:11][C:10]2[C:5](=[C:6]([CH:13]3[CH2:15][O:14]3)[CH:7]=[CH:8][CH:9]=2)[N:4]=1.[NH4+].[Cl-].[N-:18]=[N+:19]=[N-:20].[Na+].